From a dataset of Reaction yield outcomes from USPTO patents with 853,638 reactions. Predict the reaction yield, written as a fraction of the theoretical maximum amount of product (1.0 means a 100% yield; for example, 0.34 means a 34% yield). (1) The reactants are [CH3:1][S:2][C:3]1[CH:4]=[CH:5][C:6]([N+:9]([O-:11])=[O:10])=[N:7][CH:8]=1.OO.[OH2:14].C(O)(=[O:17])C. No catalyst specified. The product is [CH3:1][S:2]([C:3]1[CH:4]=[CH:5][C:6]([N+:9]([O-:11])=[O:10])=[N:7][CH:8]=1)(=[O:17])=[O:14]. The yield is 0.860. (2) The reactants are Cl[C:2]1[N:7]=[C:6]2[C:8]([CH3:22])([CH3:21])[N:9]([CH2:12][C:13]3[CH:18]=[CH:17][C:16]([O:19][CH3:20])=[CH:15][CH:14]=3)[C:10](=[O:11])[C:5]2=[CH:4][CH:3]=1.[CH3:23][O-:24].[Na+]. The catalyst is CN(C=O)C. The product is [CH3:23][O:24][C:2]1[N:7]=[C:6]2[C:8]([CH3:22])([CH3:21])[N:9]([CH2:12][C:13]3[CH:18]=[CH:17][C:16]([O:19][CH3:20])=[CH:15][CH:14]=3)[C:10](=[O:11])[C:5]2=[CH:4][CH:3]=1. The yield is 0.900. (3) The reactants are [N+:1]([C:4]1[CH:13]=[C:12]2[C:7]([CH2:8][NH:9][C:10]3[N:11]2[N:14]=[C:15]([C:20]2[CH:25]=[CH:24][C:23]([O:26][C:27]4[CH:32]=[CH:31][CH:30]=[CH:29][CH:28]=4)=[CH:22][CH:21]=2)[C:16]=3[C:17]([NH2:19])=[O:18])=[CH:6][CH:5]=1)([O-])=O. The catalyst is CO.C(Cl)Cl.[Pd]. The product is [NH2:1][C:4]1[CH:13]=[C:12]2[C:7]([CH2:8][NH:9][C:10]3[N:11]2[N:14]=[C:15]([C:20]2[CH:25]=[CH:24][C:23]([O:26][C:27]4[CH:28]=[CH:29][CH:30]=[CH:31][CH:32]=4)=[CH:22][CH:21]=2)[C:16]=3[C:17]([NH2:19])=[O:18])=[CH:6][CH:5]=1. The yield is 0.700. (4) The reactants are [CH3:1][S:2]([CH3:5])(=[O:4])=[O:3].[Li]CCCC.CN(P(N(C)C)(N(C)C)=O)C.[Br:22][C:23]1[CH:28]=[CH:27][C:26]([NH:29][C:30]2[C:31]([CH:40]=[O:41])=[CH:32][C:33]3[NH:37][CH:36]=[N:35][C:34]=3[C:38]=2[F:39])=[C:25]([Cl:42])[CH:24]=1. The catalyst is C1COCC1. The product is [Br:22][C:23]1[CH:28]=[CH:27][C:26]([NH:29][C:30]2[C:31]([CH:40]([OH:41])[CH2:1][S:2]([CH3:5])(=[O:4])=[O:3])=[CH:32][C:33]3[NH:37][CH:36]=[N:35][C:34]=3[C:38]=2[F:39])=[C:25]([Cl:42])[CH:24]=1. The yield is 0.960. (5) The reactants are [Si]([O:8][C@@H:9]1[C@@:37]2([CH3:38])[C:13](=[CH:14][CH:15]=[C:16]3[C@@H:36]2[CH2:35][CH2:34][C@@:33]2([CH3:39])[C@H:17]3[CH2:18][CH:19]=[C:20]2[C@@H:21]([S:23][CH2:24][CH2:25][CH2:26][C:27]([CH2:31][CH3:32])([OH:30])[CH2:28][CH3:29])[CH3:22])[CH2:12][C@@H:11]([OH:40])[CH2:10]1)(C(C)(C)C)(C)C.[F-].C([N+](CCCC)(CCCC)CCCC)CCC. The catalyst is O1CCCC1. The product is [OH:8][C@@H:9]1[C@@:37]2([CH3:38])[C:13](=[CH:14][CH:15]=[C:16]3[C@@H:36]2[CH2:35][CH2:34][C@@:33]2([CH3:39])[C@H:17]3[CH2:18][CH:19]=[C:20]2[C@@H:21]([S:23][CH2:24][CH2:25][CH2:26][C:27]([CH2:31][CH3:32])([OH:30])[CH2:28][CH3:29])[CH3:22])[CH2:12][C@@H:11]([OH:40])[CH2:10]1. The yield is 0.670. (6) The reactants are [NH2:1][C:2](=[N:42][OH:43])[C:3]1[CH:4]=[CH:5][C:6]([CH3:41])=[C:7]([N:9]([CH2:26][C:27]([N:29]([N:31]2[CH2:39][C:38]3[C:33](=[CH:34][CH:35]=[C:36]([F:40])[CH:37]=3)[CH2:32]2)[CH3:30])=[O:28])[CH2:10][C:11]([NH:13][CH2:14][CH2:15][N:16]([C:19]([O:21][C:22]([CH3:25])([CH3:24])[CH3:23])=[O:20])[CH2:17][CH3:18])=[O:12])[CH:8]=1.[O-2].[Mg+2].[Cl:46][CH2:47][C:48](Cl)=O. The catalyst is O1CCOCC1.C(OCC)(=O)C. The product is [Cl:46][CH2:47][C:48]1[O:43][N:42]=[C:2]([C:3]2[CH:4]=[CH:5][C:6]([CH3:41])=[C:7]([N:9]([CH2:26][C:27]([N:29]([N:31]3[CH2:39][C:38]4[C:33](=[CH:34][CH:35]=[C:36]([F:40])[CH:37]=4)[CH2:32]3)[CH3:30])=[O:28])[CH2:10][C:11]([NH:13][CH2:14][CH2:15][N:16]([C:19]([O:21][C:22]([CH3:25])([CH3:23])[CH3:24])=[O:20])[CH2:17][CH3:18])=[O:12])[CH:8]=2)[N:1]=1. The yield is 0.640. (7) The reactants are [CH2:1]([N:8]1[CH:16]=[C:15]2[C:10]([CH:11]=[C:12]([C:17]3[CH:18]=[CH:19][N:20]4[C:25]=3[C:24]([NH2:26])=[N:23][C:22]([CH3:27])=[N:21]4)[CH:13]=[CH:14]2)=[N:9]1)[C:2]1[CH:7]=[CH:6][CH:5]=[CH:4][CH:3]=1.[Br:28]N1C(C)(C)C(=O)N(Br)C1=O. The catalyst is ClCCl. The product is [CH2:1]([N:8]1[CH:16]=[C:15]2[C:10]([CH:11]=[C:12]([C:17]3[CH:18]=[C:19]([Br:28])[N:20]4[C:25]=3[C:24]([NH2:26])=[N:23][C:22]([CH3:27])=[N:21]4)[CH:13]=[CH:14]2)=[N:9]1)[C:2]1[CH:7]=[CH:6][CH:5]=[CH:4][CH:3]=1. The yield is 0.930. (8) The reactants are [CH2:1]([O:3][C:4](=[O:33])[CH2:5][N:6]([CH2:18][C:19]1[CH:24]=[CH:23][C:22]([O:25]CC2C=CC=CC=2)=[CH:21][CH:20]=1)[S:7]([NH:10][C:11]([O:13][C:14]([CH3:17])([CH3:16])[CH3:15])=[O:12])(=[O:9])=[O:8])[CH3:2].[H][H]. The catalyst is [Pd]. The product is [CH2:1]([O:3][C:4](=[O:33])[CH2:5][N:6]([CH2:18][C:19]1[CH:24]=[CH:23][C:22]([OH:25])=[CH:21][CH:20]=1)[S:7]([NH:10][C:11]([O:13][C:14]([CH3:17])([CH3:15])[CH3:16])=[O:12])(=[O:9])=[O:8])[CH3:2]. The yield is 0.990.